This data is from TCR-epitope binding with 47,182 pairs between 192 epitopes and 23,139 TCRs. The task is: Binary Classification. Given a T-cell receptor sequence (or CDR3 region) and an epitope sequence, predict whether binding occurs between them. (1) The epitope is HSKKKCDEL. The TCR CDR3 sequence is CAISDEGRNTEAFF. Result: 1 (the TCR binds to the epitope). (2) The epitope is KMKDLSPRW. Result: 0 (the TCR does not bind to the epitope). The TCR CDR3 sequence is CATAGYEQYF. (3) The epitope is PKYVKQNTLKLAT. The TCR CDR3 sequence is CASSYTDNGNTIYF. Result: 1 (the TCR binds to the epitope). (4) The epitope is EIYKRWII. The TCR CDR3 sequence is CASSYEVRTEAFF. Result: 1 (the TCR binds to the epitope). (5) Result: 0 (the TCR does not bind to the epitope). The TCR CDR3 sequence is CASSSDDSWGTEAFF. The epitope is AMFWSVPTV. (6) Result: 1 (the TCR binds to the epitope). The epitope is ITEEVGHTDLMAAY. The TCR CDR3 sequence is CASSLVVGGAAEQFF. (7) The epitope is YLKLTDNVYIK. The TCR CDR3 sequence is CASSLLGGDPAQYF. Result: 0 (the TCR does not bind to the epitope). (8) The epitope is KLWAQCVQL. The TCR CDR3 sequence is CASSSGTSGSADTQYF. Result: 1 (the TCR binds to the epitope).